Dataset: Reaction yield outcomes from USPTO patents with 853,638 reactions. Task: Predict the reaction yield, written as a fraction of the theoretical maximum amount of product (1.0 means a 100% yield; for example, 0.34 means a 34% yield). The product is [NH2:34][C:24]1[C:23]([C@H:18]2[CH2:19][CH2:20][CH2:21][CH2:22][C@@H:17]2[O:16][C:13]2[CH:14]=[CH:15][C:10]([S:7]([NH:6][C:39]3[CH:44]=[CH:43][N:42]=[CH:41][N:40]=3)(=[O:9])=[O:8])=[C:11]([F:38])[C:12]=2[CH3:37])=[CH:27][NH:26][N:25]=1. The reactants are COC1C=C(OC)C=CC=1C[N:6]([C:39]1[CH:44]=[CH:43][N:42]=[CH:41][N:40]=1)[S:7]([C:10]1[CH:15]=[CH:14][C:13]([O:16][C@H:17]2[CH2:22][CH2:21][CH2:20][CH2:19][C@@H:18]2[C:23]2[C:24]([N+:34]([O-])=O)=[N:25][N:26](C3CCCCO3)[CH:27]=2)=[C:12]([CH3:37])[C:11]=1[F:38])(=[O:9])=[O:8].C([SiH](CC)CC)C.FC(F)(F)C(O)=O.ClCCl. The yield is 0.990. The catalyst is CO.